Dataset: Catalyst prediction with 721,799 reactions and 888 catalyst types from USPTO. Task: Predict which catalyst facilitates the given reaction. (1) Reactant: CC1(C)CCCC(C)(C)N1.[CH2:11]([Li])[CH2:12][CH2:13][CH3:14].C1(N=C[C:24]2[CH:29]=[CH:28][CH:27]=[C:26]([O:30]C)C=2)CCCCC1.ICC.[NH4+].[Cl-].Cl.C1C[O:41][CH2:40]C1. Product: [CH2:13]([C:12]1[C:11]([O:41][CH3:40])=[CH:24][CH:29]=[CH:28][C:27]=1[CH:26]=[O:30])[CH3:14]. The catalyst class is: 6. (2) Reactant: Cl[CH2:2][C:3]1[S:7][C:6]([NH:8][C:9](=[O:11])[CH3:10])=[N:5][CH:4]=1.[O:12]([CH:19]1[CH2:24][CH2:23][NH:22][CH2:21][CH2:20]1)[C:13]1[CH:18]=[CH:17][CH:16]=[CH:15][CH:14]=1. Product: [O:12]([CH:19]1[CH2:24][CH2:23][N:22]([CH2:2][C:3]2[S:7][C:6]([NH:8][C:9](=[O:11])[CH3:10])=[N:5][CH:4]=2)[CH2:21][CH2:20]1)[C:13]1[CH:14]=[CH:15][CH:16]=[CH:17][CH:18]=1. The catalyst class is: 10. (3) Reactant: [C:1]([O:5][C:6]([N:8]1[CH2:13][CH2:12][N:11]([C:14]2[CH:19]=[CH:18][C:17]([NH2:20])=[CH:16][N:15]=2)[CH2:10][CH2:9]1)=[O:7])([CH3:4])([CH3:3])[CH3:2].[CH3:21][O:22][C:23]1[CH:28]=[CH:27][C:26]([CH3:29])=[CH:25][C:24]=1[N:30]=[C:31]=[O:32].CO. Product: [C:1]([O:5][C:6]([N:8]1[CH2:13][CH2:12][N:11]([C:14]2[CH:19]=[CH:18][C:17]([NH:20][C:31]([NH:30][C:24]3[CH:25]=[C:26]([CH3:29])[CH:27]=[CH:28][C:23]=3[O:22][CH3:21])=[O:32])=[CH:16][N:15]=2)[CH2:10][CH2:9]1)=[O:7])([CH3:4])([CH3:2])[CH3:3]. The catalyst class is: 7. (4) Reactant: [I:1][C:2]1[C:10]2[CH2:9][CH2:8][CH2:7][CH2:6][C:5]=2[NH:4][N:3]=1.[CH3:11]C([O-])(C)C.[K+].CI. Product: [I:1][C:2]1[C:10]2[CH2:9][CH2:8][CH2:7][CH2:6][C:5]=2[N:4]([CH3:11])[N:3]=1. The catalyst class is: 1. (5) Reactant: [O:1]1[CH2:6][CH2:5][CH:4]([CH:7]([OH:9])[CH3:8])[CH2:3][CH2:2]1.C(N(CC)CC)C.[CH3:17][S:18](Cl)(=[O:20])=[O:19]. Product: [O:1]1[CH2:6][CH2:5][CH:4]([CH:7]([O:9][S:18]([CH3:17])(=[O:20])=[O:19])[CH3:8])[CH2:3][CH2:2]1. The catalyst class is: 2. (6) Reactant: [Cl-].[CH3:2][O:3][C:4](=[O:10])[C@H:5]([NH3+:9])[CH2:6][C:7]#[CH:8].Cl[C:12]1[C:17]([N+:18]([O-:20])=[O:19])=[CH:16][CH:15]=[CH:14][N:13]=1. Product: [N+:18]([C:17]1[C:12]([NH:9][C@H:5]([CH2:6][C:7]#[CH:8])[C:4]([O:3][CH3:2])=[O:10])=[N:13][CH:14]=[CH:15][CH:16]=1)([O-:20])=[O:19]. The catalyst class is: 16. (7) Reactant: [CH3:1][C:2]1[CH:3]=[CH:4][C:5]([N+:25]([O-])=O)=[C:6]([NH:8][CH:9]2[CH2:14][CH2:13][N:12]([C@H:15]3[CH2:20][CH2:19][C@@H:18]([O:21][CH2:22][CH2:23][CH3:24])[CH2:17][CH2:16]3)[CH2:11][CH2:10]2)[CH:7]=1.O.NN. Product: [NH2:25][C:5]1[CH:4]=[CH:3][C:2]([CH3:1])=[CH:7][C:6]=1[NH:8][CH:9]1[CH2:10][CH2:11][N:12]([C@H:15]2[CH2:20][CH2:19][C@@H:18]([O:21][CH2:22][CH2:23][CH3:24])[CH2:17][CH2:16]2)[CH2:13][CH2:14]1. The catalyst class is: 171. (8) Reactant: [CH3:1][Si](C=[N+]=[N-])(C)C.[OH:8][C:9]1[CH:10]=[CH:11][C:12]([C:15]2[N:19]([C:20]3[CH:21]=[N:22][CH:23]=[CH:24][CH:25]=3)[N:18]=[C:17]([C:26]([N:28]3[CH2:33][CH2:32][C:31]([F:35])([F:34])[CH2:30][CH2:29]3)=[O:27])[CH:16]=2)=[N:13][CH:14]=1.CO.O1CCCC1. Product: [CH3:1][O:8][C:9]1[CH:10]=[CH:11][C:12]([C:15]2[N:19]([C:20]3[CH:21]=[N:22][CH:23]=[CH:24][CH:25]=3)[N:18]=[C:17]([C:26]([N:28]3[CH2:29][CH2:30][C:31]([F:35])([F:34])[CH2:32][CH2:33]3)=[O:27])[CH:16]=2)=[N:13][CH:14]=1. The catalyst class is: 4.